Dataset: Peptide-MHC class I binding affinity with 185,985 pairs from IEDB/IMGT. Task: Regression. Given a peptide amino acid sequence and an MHC pseudo amino acid sequence, predict their binding affinity value. This is MHC class I binding data. (1) The peptide sequence is VLLGRLNKC. The MHC is HLA-B58:01 with pseudo-sequence HLA-B58:01. The binding affinity (normalized) is 0.0847. (2) The peptide sequence is VWMPSSPRPL. The MHC is HLA-A02:06 with pseudo-sequence HLA-A02:06. The binding affinity (normalized) is 0. (3) The peptide sequence is VPLRPMTY. The MHC is HLA-B45:01 with pseudo-sequence HLA-B45:01. The binding affinity (normalized) is 0. (4) The peptide sequence is YIFFASFYY. The MHC is BoLA-D18.4 with pseudo-sequence BoLA-D18.4. The binding affinity (normalized) is 0.0641. (5) The peptide sequence is LLGCIITSL. The MHC is HLA-A02:06 with pseudo-sequence HLA-A02:06. The binding affinity (normalized) is 0.256.